From a dataset of Forward reaction prediction with 1.9M reactions from USPTO patents (1976-2016). Predict the product of the given reaction. (1) Given the reactants [CH2:1]([O:3][C:4]([C:6]1[CH:7]=[CH:8][N:9]2[CH2:14][CH2:13][O:12][CH2:11][C:10]=12)=[O:5])[CH3:2].[Cl:15][C:16]([Cl:21])([Cl:20])[C:17](Cl)=[O:18], predict the reaction product. The product is: [CH2:1]([O:3][C:4]([C:6]1[CH:7]=[C:8]([C:17](=[O:18])[C:16]([Cl:21])([Cl:20])[Cl:15])[N:9]2[CH2:14][CH2:13][O:12][CH2:11][C:10]=12)=[O:5])[CH3:2]. (2) Given the reactants [CH2:1]([O:8][C@H:9]1[CH2:13][CH2:12][CH2:11][C@@H:10]1[NH:14][C:15]1[CH:22]=[C:21]([N:23]2[C:31]3[CH2:30][C:29]([CH3:33])([CH3:32])[CH2:28][C:27](=[O:34])[C:26]=3[C:25]([CH3:35])=[N:24]2)[CH:20]=[CH:19][C:16]=1[C:17]#[N:18])[C:2]1[CH:7]=[CH:6][CH:5]=[CH:4][CH:3]=1.[OH-:36].[Na+].OO, predict the reaction product. The product is: [CH2:1]([O:8][C@H:9]1[CH2:13][CH2:12][CH2:11][C@@H:10]1[NH:14][C:15]1[CH:22]=[C:21]([N:23]2[C:31]3[CH2:30][C:29]([CH3:32])([CH3:33])[CH2:28][C:27](=[O:34])[C:26]=3[C:25]([CH3:35])=[N:24]2)[CH:20]=[CH:19][C:16]=1[C:17]([NH2:18])=[O:36])[C:2]1[CH:7]=[CH:6][CH:5]=[CH:4][CH:3]=1. (3) The product is: [NH2:30][CH2:31][CH2:32][CH2:33][CH2:34][C@H:35]([NH:39][C:65]([NH:64][CH2:57][C:58]1[CH:63]=[CH:62][CH:61]=[CH:60][CH:59]=1)=[O:66])[C:36]([NH:1][C:2]1[CH:3]=[CH:4][C:5]([CH2:6][N:7]([CH:15]2[CH2:20][CH2:19][CH2:18][CH2:17][CH2:16]2)[C:8]([C:10]2[O:11][CH:12]=[CH:13][CH:14]=2)=[O:9])=[CH:21][CH:22]=1)=[O:37]. Given the reactants [NH2:1][C:2]1[CH:22]=[CH:21][C:5]([CH2:6][N:7]([CH:15]2[CH2:20][CH2:19][CH2:18][CH2:17][CH2:16]2)[C:8]([C:10]2[O:11][CH:12]=[CH:13][CH:14]=2)=[O:9])=[CH:4][CH:3]=1.C(OC([NH:30][CH2:31][CH2:32][CH2:33][CH2:34][C@H:35]([NH:39]C(OCC1C2C=CC=CC=2C2C1=CC=CC=2)=O)[C:36](O)=[O:37])=O)(C)(C)C.[CH2:57]([N:64]=[C:65]=[O:66])[C:58]1[CH:63]=[CH:62][CH:61]=[CH:60][CH:59]=1, predict the reaction product.